This data is from Peptide-MHC class I binding affinity with 185,985 pairs from IEDB/IMGT. The task is: Regression. Given a peptide amino acid sequence and an MHC pseudo amino acid sequence, predict their binding affinity value. This is MHC class I binding data. The peptide sequence is ILFILFFAY. The MHC is HLA-A03:01 with pseudo-sequence HLA-A03:01. The binding affinity (normalized) is 0.240.